Dataset: Forward reaction prediction with 1.9M reactions from USPTO patents (1976-2016). Task: Predict the product of the given reaction. (1) Given the reactants [CH3:1][O:2][C:3]([C:5]1[CH:10]=[CH:9][C:8](B(O)O)=[CH:7][CH:6]=1)=[O:4].I[C:15]1[N:20]=[C:19]([NH2:21])[N:18]=[C:17]([NH:22][CH3:23])[CH:16]=1, predict the reaction product. The product is: [NH2:21][C:19]1[N:20]=[C:15]([C:8]2[CH:9]=[CH:10][C:5]([C:3]([O:2][CH3:1])=[O:4])=[CH:6][CH:7]=2)[CH:16]=[C:17]([NH:22][CH3:23])[N:18]=1. (2) The product is: [CH3:16][C:14]1([CH3:15])[C:10]2[C:5](=[CH:6][CH:7]=[CH:8][CH:9]=2)[NH:11][C:12](=[O:17])[CH2:13]1. Given the reactants [Al+3].[Cl-].[Cl-].[Cl-].[C:5]1([NH:11][C:12](=[O:17])[CH:13]=[C:14]([CH3:16])[CH3:15])[CH:10]=[CH:9][CH:8]=[CH:7][CH:6]=1, predict the reaction product. (3) Given the reactants I.CS[C:4]([C:6]1[S:7][C:8]2[C:14]([N:15]3[CH2:20][CH2:19][O:18][CH2:17][CH2:16]3)=[CH:13][CH:12]=[C:11]([O:21][CH3:22])[C:9]=2[N:10]=1)=[NH:5].[CH2:23]([N:30]1[CH2:35][CH2:34][C:33](OCC)(OCC)[CH:32]([NH2:42])[CH2:31]1)[C:24]1[CH:29]=[CH:28][CH:27]=[CH:26][CH:25]=1.B(F)(F)F.CCOCC, predict the reaction product. The product is: [CH2:23]([N:30]1[CH2:35][CH2:34][C:33]2[N:5]=[C:4]([C:6]3[S:7][C:8]4[C:14]([N:15]5[CH2:20][CH2:19][O:18][CH2:17][CH2:16]5)=[CH:13][CH:12]=[C:11]([O:21][CH3:22])[C:9]=4[N:10]=3)[NH:42][C:32]=2[CH2:31]1)[C:24]1[CH:25]=[CH:26][CH:27]=[CH:28][CH:29]=1. (4) The product is: [Br:1][C:2]1[C:8]([OH:9])=[CH:7][C:5]2[N:6]=[C:12]([C:16]3[CH:20]=[CH:21][C:22]([OH:23])=[C:14]([F:13])[CH:15]=3)[O:11][C:4]=2[CH:3]=1. Given the reactants [Br:1][C:2]1[C:8]([O:9]C)=[CH:7][C:5]([NH2:6])=[C:4]([O:11][CH3:12])[CH:3]=1.[F:13][C:14]1[CH:15]=[C:16]([CH:20]=[CH:21][C:22]=1[O:23]C)C(O)=O, predict the reaction product. (5) Given the reactants [F:1][C:2]1[CH:10]=[C:9]2[C:5]([C:6]([C:11]3[CH:19]=[CH:18][C:17]4[C:13](=[CH:14][N:15]([CH:20]5[CH2:25][CH2:24][N:23](C(OC(C)(C)C)=O)[CH2:22][CH2:21]5)[N:16]=4)[CH:12]=3)=[CH:7][NH:8]2)=[CH:4][CH:3]=1.Cl, predict the reaction product. The product is: [F:1][C:2]1[CH:10]=[C:9]2[C:5]([C:6]([C:11]3[CH:19]=[CH:18][C:17]4[C:13](=[CH:14][N:15]([CH:20]5[CH2:25][CH2:24][NH:23][CH2:22][CH2:21]5)[N:16]=4)[CH:12]=3)=[CH:7][NH:8]2)=[CH:4][CH:3]=1.